Dataset: Catalyst prediction with 721,799 reactions and 888 catalyst types from USPTO. Task: Predict which catalyst facilitates the given reaction. (1) Reactant: Cl.NO.[C:4](=[O:7])(O)[O-].[Na+].ClC(OC1C=CC([N+:19]([O-])=[O:20])=CC=1)=O.[CH3:22][O:23][C:24]1[CH:29]=[CH:28][C:27]([C:30]2[N:31]=[C:32]([CH:43]3[CH2:48][CH2:47][NH:46][CH2:45][CH2:44]3)[O:33][C:34]=2[C:35]2[CH:40]=[CH:39][C:38]([O:41][CH3:42])=[CH:37][CH:36]=2)=[CH:26][CH:25]=1.C(N(CC)CC)C. Product: [CH3:22][O:23][C:24]1[CH:29]=[CH:28][C:27]([C:30]2[N:31]=[C:32]([CH:43]3[CH2:48][CH2:47][N:46]([C:4](=[O:7])[NH:19][OH:20])[CH2:45][CH2:44]3)[O:33][C:34]=2[C:35]2[CH:40]=[CH:39][C:38]([O:41][CH3:42])=[CH:37][CH:36]=2)=[CH:26][CH:25]=1. The catalyst class is: 10. (2) Reactant: Cl.[CH2:2]([N:9]([CH2:30]C(OCC1C=CC=CC=1)=O)[C:10](=[O:29])[C@H:11]([NH:21][C:22]([O:24]C(C)(C)C)=O)[CH2:12][C:13]1[CH:18]=[CH:17][C:16]([O:19][CH3:20])=[CH:15][CH:14]=1)[C:3]1C=C[CH:6]=[CH:5][CH:4]=1.O1CCO[CH2:43][CH2:42]1. Product: [CH2:2]([N:9]1[CH2:30][C:22](=[O:24])[NH:21][C@H:11]([CH2:12][C:13]2[CH:14]=[CH:15][C:16]([O:19][CH3:20])=[CH:17][CH:18]=2)[C:10]1=[O:29])[C:3]1[CH:43]=[CH:42][CH:6]=[CH:5][CH:4]=1. The catalyst class is: 4. (3) Reactant: C(OC(=O)[N:7]([C@H:12]1[CH2:16][C@@H:15]([N:17]2[CH:25]=[N:24][C:23]3[C:18]2=[N:19][C:20]([Cl:32])=[N:21][C:22]=3[NH:26][CH:27]([CH2:30][CH3:31])[CH2:28][CH3:29])[C@H:14]([OH:33])[C@@H:13]1[OH:34])[C:8](=[O:11])[CH2:9][CH3:10])(C)(C)C.C(O)(C(F)(F)F)=O. Product: [Cl:32][C:20]1[N:19]=[C:18]2[C:23]([N:24]=[CH:25][N:17]2[C@@H:15]2[CH2:16][C@H:12]([NH:7][C:8](=[O:11])[CH2:9][CH3:10])[C@@H:13]([OH:34])[C@H:14]2[OH:33])=[C:22]([NH:26][CH:27]([CH2:28][CH3:29])[CH2:30][CH3:31])[N:21]=1. The catalyst class is: 4. (4) Reactant: [CH3:1][O:2][C:3]1[CH:4]=[C:5]([SH:9])[CH:6]=[CH:7][CH:8]=1.C(=O)([O-])[O-].[K+].[K+].C(O)(=O)CCC.[CH2:22]([O:24][C:25](=[O:31])[CH2:26][C:27](=[O:30])[CH2:28]Cl)[CH3:23]. Product: [CH2:22]([O:24][C:25](=[O:31])[CH2:26][C:27](=[O:30])[CH2:28][S:9][C:5]1[CH:6]=[CH:7][CH:8]=[C:3]([O:2][CH3:1])[CH:4]=1)[CH3:23]. The catalyst class is: 10. (5) Reactant: C[C:2](C)([O-:4])C.[K+].[CH2:7]1[CH2:11][O:10][CH2:9][CH2:8]1.F[C:13]1[CH:20]=[CH:19][C:16]([C:17]#[N:18])=[C:15]([Cl:21])[CH:14]=1.O. Product: [Cl:21][C:15]1[CH:14]=[C:13]([O:4][C@@H:2]2[CH2:9][CH2:8][CH2:7][C@@H:11]2[OH:10])[CH:20]=[CH:19][C:16]=1[C:17]#[N:18]. The catalyst class is: 107. (6) Reactant: C([O:3][C:4]([C:6]1([CH2:22][CH2:23]OC)[CH2:11][CH2:10][N:9]([S:12]([C:15]2[CH:20]=[CH:19][CH:18]=[CH:17][C:16]=2[Cl:21])(=[O:14])=[O:13])[CH2:8][CH2:7]1)=O)C.[Cl-].C[Al+]C.[CH2:30]([C:32]1[N:37]=[CH:36][C:35]([NH2:38])=[CH:34][CH:33]=1)[CH3:31]. Product: [Cl:21][C:16]1[CH:17]=[CH:18][CH:19]=[CH:20][C:15]=1[S:12]([N:9]1[CH2:10][CH2:11][C:6]2([C:4](=[O:3])[N:38]([C:35]3[CH:36]=[N:37][C:32]([CH2:30][CH3:31])=[CH:33][CH:34]=3)[CH2:23][CH2:22]2)[CH2:7][CH2:8]1)(=[O:13])=[O:14]. The catalyst class is: 194. (7) Reactant: [O:1]1[C:5]2[CH:6]=[CH:7][C:8]([CH2:10][NH:11][C:12]([CH:14]3[CH2:18][CH2:17][CH2:16][NH:15]3)=[O:13])=[CH:9][C:4]=2[O:3][CH2:2]1.[N:19]1([C:24]2[N:29]=[C:28]([C:30](=O)[CH3:31])[CH:27]=[C:26]([CH3:33])[N:25]=2)[CH:23]=[CH:22][N:21]=[CH:20]1.C(O[BH-](OC(=O)C)OC(=O)C)(=O)C.[Na+]. Product: [O:1]1[C:5]2[CH:6]=[CH:7][C:8]([CH2:10][NH:11][C:12]([CH:14]3[CH2:18][CH2:17][CH2:16][N:15]3[CH:30]([C:28]3[CH:27]=[C:26]([CH3:33])[N:25]=[C:24]([N:19]4[CH:23]=[CH:22][N:21]=[CH:20]4)[N:29]=3)[CH3:31])=[O:13])=[CH:9][C:4]=2[O:3][CH2:2]1. The catalyst class is: 12.